The task is: Predict the product of the given reaction.. This data is from Forward reaction prediction with 1.9M reactions from USPTO patents (1976-2016). Given the reactants F[C:2]1[CH:3]=[C:4]([N:8]2[CH:12]=[C:11]([C:13]#[C:14][C:15]3[CH:16]=[C:17]([CH:20]=[CH:21][CH:22]=3)[C:18]#[N:19])[N:10]=[C:9]2[CH3:23])[CH:5]=[N:6][CH:7]=1.Cl.[CH3:25][NH:26][CH3:27], predict the reaction product. The product is: [CH3:25][N:26]([CH3:27])[C:2]1[CH:3]=[C:4]([N:8]2[CH:12]=[C:11]([C:13]#[C:14][C:15]3[CH:16]=[C:17]([CH:20]=[CH:21][CH:22]=3)[C:18]#[N:19])[N:10]=[C:9]2[CH3:23])[CH:5]=[N:6][CH:7]=1.